From a dataset of Full USPTO retrosynthesis dataset with 1.9M reactions from patents (1976-2016). Predict the reactants needed to synthesize the given product. (1) Given the product [NH2:1][C:2]1[N:7]=[CH:6][N:5]=[C:4]([NH:8][C@H:9]([C:11]2[N:16]([C:17]3[CH:22]=[CH:21][CH:20]=[CH:19][CH:18]=3)[C:15](=[O:23])[C:14]3=[C:24]([CH3:27])[CH:25]=[CH:26][N:13]3[N:12]=2)[CH3:10])[C:3]=1[C:46]1[CH:47]=[C:48]2[C:43]([CH:42]=[CH:41][N:40]2[S:37]([C:31]2[CH:32]=[CH:33][C:34]([OH:36])=[CH:35][C:30]=2[F:29])(=[O:38])=[O:39])=[C:44]([OH:52])[CH:45]=1, predict the reactants needed to synthesize it. The reactants are: [NH2:1][C:2]1[N:7]=[CH:6][N:5]=[C:4]([NH:8][C@H:9]([C:11]2[N:16]([C:17]3[CH:22]=[CH:21][CH:20]=[CH:19][CH:18]=3)[C:15](=[O:23])[C:14]3=[C:24]([CH3:27])[CH:25]=[CH:26][N:13]3[N:12]=2)[CH3:10])[C:3]=1Br.[F:29][C:30]1[CH:35]=[C:34]([OH:36])[CH:33]=[CH:32][C:31]=1[S:37]([N:40]1[C:48]2[C:43](=[C:44]([OH:52])[CH:45]=[C:46](B(O)O)[CH:47]=2)[CH:42]=[CH:41]1)(=[O:39])=[O:38].C(=O)([O-])[O-].[Cs+].[Cs+]. (2) The reactants are: [C:1]([N:4]1[C:13]2[C:8](=[CH:9][CH:10]=[CH:11][CH:12]=2)[C:7](=[N:14][C:15]2[CH:20]=[CH:19][C:18]([CH2:21][O:22][Si:23]([C:36]([CH3:39])([CH3:38])[CH3:37])([C:30]3[CH:35]=[CH:34][CH:33]=[CH:32][CH:31]=3)[C:24]3[CH:29]=[CH:28][CH:27]=[CH:26][CH:25]=3)=[CH:17][CH:16]=2)[CH2:6][CH:5]1[CH3:40])(=[O:3])[CH3:2].[BH4-].[Na+].O.O.O.O.O.O.O.[Cl-].[Cl-].[Cl-].[Ce+3].Cl.C([O-])(O)=O.[Na+]. Given the product [C:1]([N:4]1[C:13]2[C:8](=[CH:9][CH:10]=[CH:11][CH:12]=2)[CH:7]([NH:14][C:15]2[CH:20]=[CH:19][C:18]([CH2:21][O:22][Si:23]([C:36]([CH3:39])([CH3:38])[CH3:37])([C:24]3[CH:29]=[CH:28][CH:27]=[CH:26][CH:25]=3)[C:30]3[CH:31]=[CH:32][CH:33]=[CH:34][CH:35]=3)=[CH:17][CH:16]=2)[CH2:6][CH:5]1[CH3:40])(=[O:3])[CH3:2], predict the reactants needed to synthesize it. (3) The reactants are: Br[C:2]1[CH:7]=[CH:6][C:5]([C:8]2[CH:13]=[CH:12][C:11]([CH2:14][C:15]3[N:16]([C:28]4[CH:33]=[CH:32][C:31]([N:34]5[S:38](=[O:40])(=[O:39])[N:37]([CH2:41][O:42][CH2:43][CH2:44][Si:45]([CH3:48])([CH3:47])[CH3:46])[C:36](=[O:49])[CH2:35]5)=[CH:30][CH:29]=4)[CH:17]=[C:18]([C:20]4[CH:25]=[CH:24][C:23]([Cl:26])=[CH:22][C:21]=4[Cl:27])[N:19]=3)=[CH:10][CH:9]=2)=[CH:4][CH:3]=1.[NH:50]1[CH2:55][CH2:54][NH:53][CH2:52][C:51]1=[O:56]. Given the product [Cl:27][C:21]1[CH:22]=[C:23]([Cl:26])[CH:24]=[CH:25][C:20]=1[C:18]1[N:19]=[C:15]([CH2:14][C:11]2[CH:12]=[CH:13][C:8]([C:5]3[CH:6]=[CH:7][C:2]([N:53]4[CH2:54][CH2:55][NH:50][C:51](=[O:56])[CH2:52]4)=[CH:3][CH:4]=3)=[CH:9][CH:10]=2)[N:16]([C:28]2[CH:33]=[CH:32][C:31]([N:34]3[CH2:35][C:36](=[O:49])[N:37]([CH2:41][O:42][CH2:43][CH2:44][Si:45]([CH3:48])([CH3:47])[CH3:46])[S:38]3(=[O:40])=[O:39])=[CH:30][CH:29]=2)[CH:17]=1, predict the reactants needed to synthesize it. (4) Given the product [C:21]([CH:20]1[CH:19]([C:27]([NH:29][C:30]2[CH:35]=[CH:34][CH:33]=[C:32]([O:36][CH3:37])[CH:31]=2)=[O:28])[C:18]2[C:13](=[CH:14][CH:15]=[CH:16][CH:17]=2)[C:12](=[O:38])[N:11]1[CH2:10][CH2:9][O:8][CH3:7])#[CH:22], predict the reactants needed to synthesize it. The reactants are: C(=O)([O-])[O-].[K+].[K+].[CH3:7][O:8][CH2:9][CH2:10][N:11]1[CH:20]([C:21]#[C:22][Si](C)(C)C)[CH:19]([C:27]([NH:29][C:30]2[CH:35]=[CH:34][CH:33]=[C:32]([O:36][CH3:37])[CH:31]=2)=[O:28])[C:18]2[C:13](=[CH:14][CH:15]=[CH:16][CH:17]=2)[C:12]1=[O:38]. (5) Given the product [CH:30]1([C:2]2[C:8]3[CH:9]=[CH:10][CH:11]=[CH:12][C:7]=3[S:6][C:5]3[CH:13]=[CH:14][C:15]([C:17](=[O:22])[CH2:18][CH2:19][CH2:20][CH3:21])=[CH:16][C:4]=3[N:3]=2)[CH2:35][CH2:34][CH2:33][CH2:32][CH2:31]1, predict the reactants needed to synthesize it. The reactants are: Cl[C:2]1[C:8]2[CH:9]=[CH:10][CH:11]=[CH:12][C:7]=2[S:6][C:5]2[CH:13]=[CH:14][C:15]([C:17](=[O:22])[CH2:18][CH2:19][CH2:20][CH3:21])=[CH:16][C:4]=2[N:3]=1.CN1CCCC1=O.[CH:30]1([Mg]Cl)[CH2:35][CH2:34][CH2:33][CH2:32][CH2:31]1.